Dataset: Forward reaction prediction with 1.9M reactions from USPTO patents (1976-2016). Task: Predict the product of the given reaction. (1) Given the reactants [OH:1][C:2]1[CH:7]=[C:6]([Cl:8])[N:5]=[N:4][C:3]=1Cl.[CH:10]1([C:13]2[CH:18]=[CH:17][CH:16]=[C:15]([CH3:19])[C:14]=2[OH:20])[CH2:12][CH2:11]1.C1C2C(CCCC2)CCC1.[OH-].[K+].Cl, predict the reaction product. The product is: [Cl:8][C:6]1[N:5]=[N:4][C:3]([O:20][C:14]2[C:15]([CH3:19])=[CH:16][CH:17]=[CH:18][C:13]=2[CH:10]2[CH2:11][CH2:12]2)=[C:2]([OH:1])[CH:7]=1. (2) Given the reactants C[O:2][C:3]1[C:8]2[NH:9][CH:10]([CH2:13][NH:14][C:15](=[O:17])[CH3:16])[CH2:11][O:12][C:7]=2[CH:6]=[CH:5][CH:4]=1.B(Br)(Br)Br, predict the reaction product. The product is: [OH:2][C:3]1[C:8]2[NH:9][CH:10]([CH2:13][NH:14][C:15](=[O:17])[CH3:16])[CH2:11][O:12][C:7]=2[CH:6]=[CH:5][CH:4]=1. (3) The product is: [F:1][C:2]1[CH:18]=[CH:17][C:5]([CH2:6][N:7]2[CH2:8][C@H:9]([CH3:15])[NH:10][CH2:11][C@H:12]2[CH3:13])=[CH:4][CH:3]=1. Given the reactants [F:1][C:2]1[CH:18]=[CH:17][C:5]([CH2:6][N:7]2[C@@H:12]([CH3:13])[C:11](=O)[NH:10][C@H:9]([CH3:15])[C:8]2=O)=[CH:4][CH:3]=1.[H-].[Al+3].[Li+].[H-].[H-].[H-], predict the reaction product. (4) Given the reactants [Cl:1][C:2]1[C:3]([O:12][C:13]2[CH:18]=[C:17]([O:19][CH2:20][CH2:21][OH:22])[CH:16]=[CH:15][C:14]=2/[CH:23]=[CH:24]/[C:25]([NH:27][S:28]([CH2:31][CH2:32][CH2:33][CH2:34][CH3:35])(=[O:30])=[O:29])=[O:26])=[N:4][CH:5]=[C:6]([C:8]([F:11])([F:10])[F:9])[CH:7]=1.[C:36](OC(=O)C)(=[O:38])[CH3:37].C(=O)([O-])O.[Na+], predict the reaction product. The product is: [C:36]([O:22][CH2:21][CH2:20][O:19][C:17]1[CH:16]=[CH:15][C:14](/[CH:23]=[CH:24]/[C:25](=[O:26])[NH:27][S:28]([CH2:31][CH2:32][CH2:33][CH2:34][CH3:35])(=[O:30])=[O:29])=[C:13]([O:12][C:3]2[C:2]([Cl:1])=[CH:7][C:6]([C:8]([F:9])([F:11])[F:10])=[CH:5][N:4]=2)[CH:18]=1)(=[O:38])[CH3:37].